From a dataset of Full USPTO retrosynthesis dataset with 1.9M reactions from patents (1976-2016). Predict the reactants needed to synthesize the given product. (1) Given the product [O:21]=[S:8]1(=[O:20])[C:9]2[CH:15]=[C:14]([C:16]([F:18])([F:17])[F:19])[CH:13]=[CH:12][C:10]=2[CH2:11][CH:6]([CH2:5][N:4]([CH2:3][CH2:2][OH:1])[C:29](=[O:30])[O:31][CH2:32][C:33]2[CH:38]=[CH:37][CH:36]=[CH:35][CH:34]=2)[NH:7]1, predict the reactants needed to synthesize it. The reactants are: [OH:1][CH2:2][CH2:3][NH:4][CH2:5][CH:6]1[CH2:11][C:10]2[CH:12]=[CH:13][C:14]([C:16]([F:19])([F:18])[F:17])=[CH:15][C:9]=2[S:8](=[O:21])(=[O:20])[NH:7]1.C(=O)([O-])[O-].[Na+].[Na+].Cl[C:29]([O:31][CH2:32][C:33]1[CH:38]=[CH:37][CH:36]=[CH:35][CH:34]=1)=[O:30].C(OCC)(=O)C. (2) Given the product [CH:1]1([C:17]2[CH:16]=[CH:15][C:14]([O:20][CH2:21][O:22][CH3:23])=[C:13]([CH2:11][CH3:12])[CH:18]=2)[CH2:3][CH2:2]1, predict the reactants needed to synthesize it. The reactants are: [CH:1]1([Mg]Br)[CH2:3][CH2:2]1.[Mg].C1(Br)CC1.[CH2:11]([C:13]1[CH:18]=[C:17](I)[CH:16]=[CH:15][C:14]=1[O:20][CH2:21][O:22][CH3:23])[CH3:12].[Cl-].[NH4+].